This data is from Forward reaction prediction with 1.9M reactions from USPTO patents (1976-2016). The task is: Predict the product of the given reaction. (1) Given the reactants Br[C:2]1[N:6]2[N:7]=[C:8]([NH:11][CH2:12][C:13]3[CH:14]=[N:15][CH:16]=[CH:17][CH:18]=3)[CH:9]=[CH:10][C:5]2=[N:4][CH:3]=1.[CH:19](/B(O)O)=[CH:20]\[CH2:21][CH2:22][CH2:23][CH3:24], predict the reaction product. The product is: [CH:19](/[C:2]1[N:6]2[N:7]=[C:8]([NH:11][CH2:12][C:13]3[CH:14]=[N:15][CH:16]=[CH:17][CH:18]=3)[CH:9]=[CH:10][C:5]2=[N:4][CH:3]=1)=[CH:20]\[CH2:21][CH2:22][CH2:23][CH3:24]. (2) Given the reactants [NH2:1][C:2]1[C:7]([C:8]([NH2:10])=[O:9])=[C:6]([Cl:11])[N:5]=[C:4](Cl)[CH:3]=1.[CH:13](OCC)(OCC)OCC, predict the reaction product. The product is: [Cl:11][C:6]1[C:7]2[C:8](=[O:9])[NH:10][CH:13]=[N:1][C:2]=2[CH:3]=[CH:4][N:5]=1.